Predict which catalyst facilitates the given reaction. From a dataset of Catalyst prediction with 721,799 reactions and 888 catalyst types from USPTO. Reactant: [C:1]([N:4]1[CH2:10][C@H:9]([NH:11][C:12](=[O:16])[C@@H:13]([OH:15])[CH3:14])[C:8](=[O:17])[N:7]([CH3:18])[C:6]2[CH:19]=[CH:20][CH:21]=[CH:22][C:5]1=2)(=[O:3])[CH3:2].Cl[C:24]([O:26][C:27]1[CH:32]=[CH:31][C:30]([N+:33]([O-:35])=[O:34])=[CH:29][CH:28]=1)=[O:25]. Product: [N+:33]([C:30]1[CH:29]=[CH:28][C:27]([O:26][C:24](=[O:25])[O:15][C@H:13]([C:12](=[O:16])[NH:11][C@@H:9]2[C:8](=[O:17])[N:7]([CH3:18])[C:6]3[CH:19]=[CH:20][CH:21]=[CH:22][C:5]=3[N:4]([C:1](=[O:3])[CH3:2])[CH2:10]2)[CH3:14])=[CH:32][CH:31]=1)([O-:35])=[O:34]. The catalyst class is: 17.